Regression. Given a peptide amino acid sequence and an MHC pseudo amino acid sequence, predict their binding affinity value. This is MHC class I binding data. From a dataset of Peptide-MHC class I binding affinity with 185,985 pairs from IEDB/IMGT. The peptide sequence is FLYALALLL. The MHC is HLA-B40:01 with pseudo-sequence HLA-B40:01. The binding affinity (normalized) is 0.